Dataset: CYP2C19 inhibition data for predicting drug metabolism from PubChem BioAssay. Task: Regression/Classification. Given a drug SMILES string, predict its absorption, distribution, metabolism, or excretion properties. Task type varies by dataset: regression for continuous measurements (e.g., permeability, clearance, half-life) or binary classification for categorical outcomes (e.g., BBB penetration, CYP inhibition). Dataset: cyp2c19_veith. (1) The compound is O=C(N[C@@H](c1ccccc1)[C@@H]1C[C@H]1C(=O)NCc1ccccc1)OCc1ccccc1. The result is 1 (inhibitor). (2) The drug is CCNC(=O)c1ccc(-n2nc(C)cc2-c2ccccc2)cc1. The result is 1 (inhibitor). (3) The drug is CCCC1(C(=O)OC)C=C2C(=C(C(C)C)C(=O)C2C)CN1. The result is 0 (non-inhibitor). (4) The drug is Cc1cc(C(=O)CSc2nnc(N)s2)c(C)n1CCc1ccc(F)cc1. The result is 1 (inhibitor). (5) The molecule is COc1ccc(CCNC(=O)COC(=O)c2cnc(C)cn2)cc1. The result is 0 (non-inhibitor). (6) The drug is COc1ccc(C(=O)N2CCC3(CCCN(C)C3)CC2)cc1. The result is 0 (non-inhibitor). (7) The compound is Cc1ccc(Cl)c(Nc2ccccc2C(=O)[O-])c1Cl.O.[Na+]. The result is 0 (non-inhibitor).